Predict which catalyst facilitates the given reaction. From a dataset of Catalyst prediction with 721,799 reactions and 888 catalyst types from USPTO. (1) Reactant: [CH3:1][C:2]1[CH:7]=[CH:6][C:5]([N:8]2[CH2:13][CH2:12][NH:11][CH2:10][CH2:9]2)=[CH:4][CH:3]=1.Br[C:15]1[C:16]([C:23]2[CH:31]=[CH:30][C:26]([N:27]([CH3:29])[CH3:28])=[CH:25][CH:24]=2)=[N:17][C:18]([O:21][CH3:22])=[CH:19][CH:20]=1.C1C=CC(P(C2C(C3C(P(C4C=CC=CC=4)C4C=CC=CC=4)=CC=C4C=3C=CC=C4)=C3C(C=CC=C3)=CC=2)C2C=CC=CC=2)=CC=1.CC(C)([O-])C.[Na+]. Product: [CH3:22][O:21][C:18]1[N:17]=[C:16]([C:23]2[CH:31]=[CH:30][C:26]([N:27]([CH3:28])[CH3:29])=[CH:25][CH:24]=2)[C:15]([N:11]2[CH2:12][CH2:13][N:8]([C:5]3[CH:4]=[CH:3][C:2]([CH3:1])=[CH:7][CH:6]=3)[CH2:9][CH2:10]2)=[CH:20][CH:19]=1. The catalyst class is: 487. (2) Reactant: [Cl:1][C:2]1[CH:7]=[CH:6][CH:5]=[C:4]([Cl:8])[C:3]=1[N:9]1[CH:20]=[C:19]([CH2:21]O)[C:12]2[N:13]=[C:14]([S:17][CH3:18])[N:15]=[CH:16][C:11]=2[C:10]1=[O:23].C(N(S(F)(F)[F:30])CC)C.C(N(CC)CC)C. Product: [Cl:1][C:2]1[CH:7]=[CH:6][CH:5]=[C:4]([Cl:8])[C:3]=1[N:9]1[CH:20]=[C:19]([CH2:21][F:30])[C:12]2[N:13]=[C:14]([S:17][CH3:18])[N:15]=[CH:16][C:11]=2[C:10]1=[O:23]. The catalyst class is: 4.